This data is from Forward reaction prediction with 1.9M reactions from USPTO patents (1976-2016). The task is: Predict the product of the given reaction. (1) Given the reactants [H-].[Na+].[CH:3]1([C:6]2([OH:10])[CH2:9][O:8][CH2:7]2)[CH2:5][CH2:4]1.[C:11](=O)([O:19]C1C=CC=CN=1)[O:12][C:13]1[CH:18]=[CH:17][CH:16]=[CH:15][N:14]=1, predict the reaction product. The product is: [C:11](=[O:19])([O:12][C:13]1[CH:18]=[CH:17][CH:16]=[CH:15][N:14]=1)[O:10][C:6]1([CH:3]2[CH2:5][CH2:4]2)[CH2:9][O:8][CH2:7]1. (2) The product is: [CH2:1]([N:8]1[CH:12]=[C:11]([C:13]2[S:14][C:15]([C:19]([NH:59][CH2:58][C:54]3[CH:53]=[N:52][CH:57]=[CH:56][CH:55]=3)=[O:21])=[C:16]([CH3:18])[N:17]=2)[N:10]=[N:9]1)[C:2]1[CH:3]=[CH:4][CH:5]=[CH:6][CH:7]=1. Given the reactants [CH2:1]([N:8]1[CH:12]=[C:11]([C:13]2[S:14][C:15]([C:19]([OH:21])=O)=[C:16]([CH3:18])[N:17]=2)[N:10]=[N:9]1)[C:2]1[CH:7]=[CH:6][CH:5]=[CH:4][CH:3]=1.ON1C2C=CC=CC=2N=N1.CN(C)CCCN=C=NCC.C(N(CC)C(C)C)(C)C.[N:52]1[CH:57]=[CH:56][CH:55]=[C:54]([CH2:58][NH2:59])[CH:53]=1, predict the reaction product. (3) The product is: [C:29]([OH:2])(=[O:30])[CH3:31].[CH3:28][C:29]1([CH3:31])[N:15]=[C:14]([NH:13][CH2:6][C:7]2[CH:8]=[CH:9][CH:10]=[CH:11][CH:12]=2)[NH:16][C:17]([NH:19][CH2:20][CH2:21][CH2:22][CH2:23][CH2:24][CH2:25][CH2:26][CH3:27])=[N:18]1. Given the reactants C[OH:2].Cl.Cl.Cl.[CH2:6]([NH:13][C:14]([NH:16][C:17]([NH:19][CH2:20][CH2:21][CH2:22][CH2:23][CH2:24][CH2:25][CH2:26][CH3:27])=[NH:18])=[NH:15])[C:7]1[CH:12]=[CH:11][CH:10]=[CH:9][CH:8]=1.[CH3:28][C:29]([CH3:31])=[O:30], predict the reaction product. (4) Given the reactants [C:1]([C:5]1[N:10]=[C:9]([O:11][CH2:12][CH3:13])[C:8]([C:14]2[N:15]([C:35](Cl)=[O:36])[C:16]([C:28]3[CH:33]=[CH:32][C:31]([Cl:34])=[CH:30][CH:29]=3)([CH3:27])[C:17]([C:20]3[CH:25]=[CH:24][C:23]([Cl:26])=[CH:22][CH:21]=3)([CH3:19])[N:18]=2)=[CH:7][N:6]=1)([CH3:4])([CH3:3])[CH3:2].[OH:38][CH:39]1[CH2:44][CH2:43][CH2:42][N:41]([CH:45]2[CH2:50][CH2:49][NH:48][CH2:47][CH2:46]2)[CH2:40]1, predict the reaction product. The product is: [C:1]([C:5]1[N:10]=[C:9]([O:11][CH2:12][CH3:13])[C:8]([C:14]2[N:15]([C:35]([N:48]3[CH2:47][CH2:46][CH:45]([N:41]4[CH2:42][CH2:43][CH2:44][CH:39]([OH:38])[CH2:40]4)[CH2:50][CH2:49]3)=[O:36])[C:16]([C:28]3[CH:33]=[CH:32][C:31]([Cl:34])=[CH:30][CH:29]=3)([CH3:27])[C:17]([C:20]3[CH:21]=[CH:22][C:23]([Cl:26])=[CH:24][CH:25]=3)([CH3:19])[N:18]=2)=[CH:7][N:6]=1)([CH3:3])([CH3:2])[CH3:4].